This data is from Peptide-MHC class I binding affinity with 185,985 pairs from IEDB/IMGT. The task is: Regression. Given a peptide amino acid sequence and an MHC pseudo amino acid sequence, predict their binding affinity value. This is MHC class I binding data. (1) The peptide sequence is SIKFKRKLM. The MHC is HLA-A68:02 with pseudo-sequence HLA-A68:02. The binding affinity (normalized) is 0.0847. (2) The peptide sequence is LVKSGLTEV. The MHC is HLA-A02:03 with pseudo-sequence HLA-A02:03. The binding affinity (normalized) is 0.897. (3) The peptide sequence is TARPKRWL. The MHC is HLA-A68:02 with pseudo-sequence HLA-A68:02. The binding affinity (normalized) is 0. (4) The MHC is HLA-A02:02 with pseudo-sequence HLA-A02:02. The binding affinity (normalized) is 0.825. The peptide sequence is SLPSYAAYA. (5) The peptide sequence is QAIEPSGNNY. The MHC is HLA-A68:01 with pseudo-sequence HLA-A68:01. The binding affinity (normalized) is 0.396.